Dataset: NCI-60 drug combinations with 297,098 pairs across 59 cell lines. Task: Regression. Given two drug SMILES strings and cell line genomic features, predict the synergy score measuring deviation from expected non-interaction effect. (1) Cell line: SR. Drug 2: CC1CCC2CC(C(=CC=CC=CC(CC(C(=O)C(C(C(=CC(C(=O)CC(OC(=O)C3CCCCN3C(=O)C(=O)C1(O2)O)C(C)CC4CCC(C(C4)OC)OCCO)C)C)O)OC)C)C)C)OC. Drug 1: COC1=CC(=CC(=C1O)OC)C2C3C(COC3=O)C(C4=CC5=C(C=C24)OCO5)OC6C(C(C7C(O6)COC(O7)C8=CC=CS8)O)O. Synergy scores: CSS=92.8, Synergy_ZIP=9.53, Synergy_Bliss=9.20, Synergy_Loewe=11.3, Synergy_HSA=13.9. (2) Drug 1: CCCCCOC(=O)NC1=NC(=O)N(C=C1F)C2C(C(C(O2)C)O)O. Drug 2: C(CC(=O)O)C(=O)CN.Cl. Cell line: MALME-3M. Synergy scores: CSS=3.71, Synergy_ZIP=-1.20, Synergy_Bliss=3.90, Synergy_Loewe=1.37, Synergy_HSA=0.859. (3) Synergy scores: CSS=71.2, Synergy_ZIP=0.372, Synergy_Bliss=0.904, Synergy_Loewe=-0.179, Synergy_HSA=5.81. Cell line: NCI-H522. Drug 1: CC=C1C(=O)NC(C(=O)OC2CC(=O)NC(C(=O)NC(CSSCCC=C2)C(=O)N1)C(C)C)C(C)C. Drug 2: C1CN(CCN1C(=O)CCBr)C(=O)CCBr. (4) Drug 1: CN(CCCl)CCCl.Cl. Drug 2: CCN(CC)CCCC(C)NC1=C2C=C(C=CC2=NC3=C1C=CC(=C3)Cl)OC. Cell line: SN12C. Synergy scores: CSS=27.8, Synergy_ZIP=-9.31, Synergy_Bliss=0.844, Synergy_Loewe=-1.89, Synergy_HSA=1.46. (5) Drug 1: CC1C(C(CC(O1)OC2CC(OC(C2O)C)OC3=CC4=CC5=C(C(=O)C(C(C5)C(C(=O)C(C(C)O)O)OC)OC6CC(C(C(O6)C)O)OC7CC(C(C(O7)C)O)OC8CC(C(C(O8)C)O)(C)O)C(=C4C(=C3C)O)O)O)O. Drug 2: C1CNP(=O)(OC1)N(CCCl)CCCl. Cell line: M14. Synergy scores: CSS=35.6, Synergy_ZIP=0.924, Synergy_Bliss=2.16, Synergy_Loewe=-53.6, Synergy_HSA=0.425. (6) Drug 1: CC1=CC2C(CCC3(C2CCC3(C(=O)C)OC(=O)C)C)C4(C1=CC(=O)CC4)C. Drug 2: CC(C)NC(=O)C1=CC=C(C=C1)CNNC.Cl. Cell line: OVCAR3. Synergy scores: CSS=-4.50, Synergy_ZIP=1.64, Synergy_Bliss=-1.56, Synergy_Loewe=-6.58, Synergy_HSA=-4.47. (7) Drug 1: C1CCC(C1)C(CC#N)N2C=C(C=N2)C3=C4C=CNC4=NC=N3. Drug 2: C1=CC(=CC=C1C#N)C(C2=CC=C(C=C2)C#N)N3C=NC=N3. Cell line: SR. Synergy scores: CSS=41.8, Synergy_ZIP=-0.206, Synergy_Bliss=-0.628, Synergy_Loewe=-2.48, Synergy_HSA=-2.50. (8) Drug 1: C1=NC2=C(N=C(N=C2N1C3C(C(C(O3)CO)O)O)F)N. Drug 2: CC=C1C(=O)NC(C(=O)OC2CC(=O)NC(C(=O)NC(CSSCCC=C2)C(=O)N1)C(C)C)C(C)C. Cell line: 786-0. Synergy scores: CSS=9.87, Synergy_ZIP=-2.26, Synergy_Bliss=0.136, Synergy_Loewe=-9.79, Synergy_HSA=-1.36. (9) Drug 1: CC1=CC=C(C=C1)C2=CC(=NN2C3=CC=C(C=C3)S(=O)(=O)N)C(F)(F)F. Drug 2: CC1CCC2CC(C(=CC=CC=CC(CC(C(=O)C(C(C(=CC(C(=O)CC(OC(=O)C3CCCCN3C(=O)C(=O)C1(O2)O)C(C)CC4CCC(C(C4)OC)OCCO)C)C)O)OC)C)C)C)OC. Cell line: A498. Synergy scores: CSS=-2.02, Synergy_ZIP=2.72, Synergy_Bliss=3.69, Synergy_Loewe=-1.87, Synergy_HSA=-0.527.